From a dataset of Full USPTO retrosynthesis dataset with 1.9M reactions from patents (1976-2016). Predict the reactants needed to synthesize the given product. Given the product [Cl:1][C:2]1[C:3]([O:18][CH3:20])=[C:4]([CH:9]=[C:10]([CH:15]2[CH2:16][CH2:17]2)[C:11]=1[CH:12]1[CH2:14][CH2:13]1)[C:5]([O:7][CH3:8])=[O:6], predict the reactants needed to synthesize it. The reactants are: [Cl:1][C:2]1[C:3]([OH:18])=[C:4]([CH:9]=[C:10]([CH:15]2[CH2:17][CH2:16]2)[C:11]=1[CH:12]1[CH2:14][CH2:13]1)[C:5]([O:7][CH3:8])=[O:6].I[CH3:20].